From a dataset of Peptide-MHC class II binding affinity with 134,281 pairs from IEDB. Regression. Given a peptide amino acid sequence and an MHC pseudo amino acid sequence, predict their binding affinity value. This is MHC class II binding data. (1) The peptide sequence is ITKLGAKPDGKTDCT. The MHC is HLA-DQA10104-DQB10503 with pseudo-sequence HLA-DQA10104-DQB10503. The binding affinity (normalized) is 0.0970. (2) The peptide sequence is NLNIKLNMPLYIAGN. The MHC is HLA-DQA10201-DQB10202 with pseudo-sequence HLA-DQA10201-DQB10202. The binding affinity (normalized) is 0.0213. (3) The peptide sequence is DPVKLVKMWEDEVKD. The MHC is DRB1_1201 with pseudo-sequence DRB1_1201. The binding affinity (normalized) is 0.294.